This data is from Full USPTO retrosynthesis dataset with 1.9M reactions from patents (1976-2016). The task is: Predict the reactants needed to synthesize the given product. The reactants are: Cl.C(OC(=O)[NH:8][CH2:9][CH:10]1[CH2:15][CH2:14][CH:13]([NH:16][C:17]([C:19]2[C:28]3[C:23](=[CH:24][CH:25]=[CH:26][CH:27]=3)[CH:22]=[CH:21][CH:20]=2)=[O:18])[CH2:12][CH2:11]1)(C)(C)C. Given the product [NH2:8][CH2:9][CH:10]1[CH2:11][CH2:12][CH:13]([NH:16][C:17]([C:19]2[C:28]3[C:23](=[CH:24][CH:25]=[CH:26][CH:27]=3)[CH:22]=[CH:21][CH:20]=2)=[O:18])[CH2:14][CH2:15]1, predict the reactants needed to synthesize it.